From a dataset of Forward reaction prediction with 1.9M reactions from USPTO patents (1976-2016). Predict the product of the given reaction. (1) Given the reactants C[O:2][C:3](=O)[CH2:4][CH:5]([C:15]1[CH:16]=[N:17][CH:18]=[CH:19][CH:20]=1)[N:6]1[C:14]2[C:9](=[N:10][CH:11]=[CH:12][CH:13]=2)[CH:8]=[CH:7]1.[H-].[H-].[H-].[H-].[Li+].[Al+3], predict the reaction product. The product is: [N:17]1[CH:18]=[CH:19][CH:20]=[C:15]([CH:5]([N:6]2[C:14]3[C:9](=[N:10][CH:11]=[CH:12][CH:13]=3)[CH:8]=[CH:7]2)[CH2:4][CH2:3][OH:2])[CH:16]=1. (2) Given the reactants C1([CH2:7][CH2:8][CH2:9][CH:10]([NH:20][C:21]([CH:23]2[CH2:28][CH2:27][CH2:26][N:25]([CH2:29][CH:30]([OH:40])[CH:31]([NH2:39])[CH2:32][C:33]3[CH:38]=[CH:37][CH:36]=[CH:35][CH:34]=3)[CH2:24]2)=[O:22])[CH2:11][CH2:12][CH2:13][C:14]2[CH:19]=[CH:18][CH:17]=[CH:16][CH:15]=2)C=CC=CC=1.[N:41]1[C:50]2[C:45](=[CH:46][C:47]([C:51]([OH:53])=O)=[CH:48][CH:49]=2)[CH:44]=[CH:43][CH:42]=1.C(N([CH2:59][CH3:60])CC)C.Cl.CN(C)[CH2:64][CH2:65][CH2:66]N=C=NCC.[CH2:73](Cl)Cl, predict the reaction product. The product is: [CH2:32]([CH:31]([NH:39][C:51]([C:47]1[CH:46]=[C:45]2[C:50](=[CH:49][CH:48]=1)[N:41]=[CH:42][CH:43]=[CH:44]2)=[O:53])[CH:30]([OH:40])[CH2:29][N:25]1[CH2:26][CH2:27][CH2:28][CH:23]([C:21](=[O:22])[N:20]([C:60]2[CH:59]=[CH:64][CH:65]=[CH:66][CH:73]=2)[CH:10]([CH2:11][CH2:12][CH2:13][C:14]2[CH:15]=[CH:16][CH:17]=[CH:18][CH:19]=2)[CH2:9][CH2:8][CH3:7])[CH2:24]1)[C:33]1[CH:34]=[CH:35][CH:36]=[CH:37][CH:38]=1. (3) Given the reactants FC(F)(F)C(O)=O.[F:8][C:9]1[CH:14]=[CH:13][C:12]([N:15]2[C:19]3[N:20]=[CH:21][N:22]([CH2:25][C:26]4([OH:32])[CH2:31][CH2:30][NH:29][CH2:28][CH2:27]4)[C:23](=[O:24])[C:18]=3[CH:17]=[N:16]2)=[CH:11][CH:10]=1.C(N(CC)CC)C.[CH3:40][NH:41][C:42](Cl)=[O:43], predict the reaction product. The product is: [F:8][C:9]1[CH:10]=[CH:11][C:12]([N:15]2[C:19]3[N:20]=[CH:21][N:22]([CH2:25][C:26]4([OH:32])[CH2:31][CH2:30][N:29]([C:42]([NH:41][CH3:40])=[O:43])[CH2:28][CH2:27]4)[C:23](=[O:24])[C:18]=3[CH:17]=[N:16]2)=[CH:13][CH:14]=1. (4) Given the reactants [CH3:1][Mg]Br.[Cl:4][C:5]1[CH:6]=[CH:7][C:8]([O:24][CH2:25][C:26]2[CH:31]=[CH:30][CH:29]=[CH:28][CH:27]=2)=[C:9]([CH2:11][N:12]2[C:16]([CH3:17])=[CH:15][C:14]([C:18](N(C)OC)=[O:19])=[N:13]2)[CH:10]=1, predict the reaction product. The product is: [Cl:4][C:5]1[CH:6]=[CH:7][C:8]([O:24][CH2:25][C:26]2[CH:27]=[CH:28][CH:29]=[CH:30][CH:31]=2)=[C:9]([CH2:11][N:12]2[C:16]([CH3:17])=[CH:15][C:14]([C:18](=[O:19])[CH3:1])=[N:13]2)[CH:10]=1. (5) Given the reactants [N+](C1C=CC(COC([N:12]=[C:13]([NH:58]C(OCC2C=CC([N+]([O-])=O)=CC=2)=O)[NH:14][CH2:15][C:16]([NH:18][C@H:19]2[CH2:23][CH2:22][N:21]([C:24]([C@@H:26]3[CH2:30][C@H:29]([S:31][C:32]4[C@H:33]([CH3:56])[C@@H:34]5[C@@H:51]([C@H:52]([OH:54])[CH3:53])[C:50](=[O:55])[N:35]5[C:36]=4[C:37]([O:39]CC4C=CC([N+]([O-])=O)=CC=4)=[O:38])[CH2:28][N:27]3[CH3:57])=[O:25])[CH2:20]2)=[O:17])=O)=CC=1)([O-])=O, predict the reaction product. The product is: [NH:14]([CH2:15][C:16]([NH:18][C@H:19]1[CH2:23][CH2:22][N:21]([C:24]([C@@H:26]2[CH2:30][C@H:29]([S:31][C:32]3[C@H:33]([CH3:56])[C@@H:34]4[C@@H:51]([C@H:52]([OH:54])[CH3:53])[C:50](=[O:55])[N:35]4[C:36]=3[C:37]([OH:39])=[O:38])[CH2:28][N:27]2[CH3:57])=[O:25])[CH2:20]1)=[O:17])[C:13]([NH2:58])=[NH:12]. (6) Given the reactants C(OC(=O)[NH:7][C@H:8]([CH2:19][C:20]1[CH:25]=[CH:24][C:23]([C:26]2[CH:31]=[CH:30][CH:29]=[CH:28][CH:27]=2)=[CH:22][CH:21]=1)[CH2:9][C@@H:10]([CH3:18])[C:11]([NH:13][S:14]([CH3:17])(=[O:16])=[O:15])=[O:12])(C)(C)C.C(O)(C(F)(F)F)=O, predict the reaction product. The product is: [NH2:7][C@H:8]([CH2:19][C:20]1[CH:21]=[CH:22][C:23]([C:26]2[CH:31]=[CH:30][CH:29]=[CH:28][CH:27]=2)=[CH:24][CH:25]=1)[CH2:9][C@@H:10]([CH3:18])[C:11]([NH:13][S:14]([CH3:17])(=[O:16])=[O:15])=[O:12]. (7) Given the reactants [Cl:1][C:2]1[C:12]2[O:11][CH2:10][CH:9]3[CH2:13][N:14](C(OC(C)(C)C)=O)[CH2:15][CH2:16][N:8]3[C:7](=[O:24])[C:6]=2[CH:5]=[CH:4][CH:3]=1.C(OCC)(=O)C.Cl, predict the reaction product. The product is: [ClH:1].[Cl:1][C:2]1[C:12]2[O:11][CH2:10][CH:9]3[CH2:13][NH:14][CH2:15][CH2:16][N:8]3[C:7](=[O:24])[C:6]=2[CH:5]=[CH:4][CH:3]=1. (8) Given the reactants Cl[C:2]1[C:3]2[C:4](=[N:8][N:9]([CH2:11][C:12]3[CH:17]=[CH:16][C:15]([CH2:18][N:19]4[CH:23]=[CH:22][CH:21]=[N:20]4)=[CH:14][CH:13]=3)[CH:10]=2)[N:5]=[CH:6][N:7]=1.CCN(C(C)C)C(C)C.[CH3:33][O:34][C:35]1[CH:36]=[C:37]([CH3:43])[C:38]([CH2:41][NH2:42])=[N:39][CH:40]=1, predict the reaction product. The product is: [N:19]1([CH2:18][C:15]2[CH:16]=[CH:17][C:12]([CH2:11][N:9]3[CH:10]=[C:3]4[C:4]([N:5]=[CH:6][N:7]=[C:2]4[NH:42][CH2:41][C:38]4[C:37]([CH3:43])=[CH:36][C:35]([O:34][CH3:33])=[CH:40][N:39]=4)=[N:8]3)=[CH:13][CH:14]=2)[CH:23]=[CH:22][CH:21]=[N:20]1. (9) Given the reactants [CH3:1][O:2][C:3](=[O:13])[NH:4][C:5]1[CH:10]=[CH:9][CH:8]=[C:7]([F:11])[C:6]=1[I:12].[Br:14]N1C(=O)CCC1=O, predict the reaction product. The product is: [CH3:1][O:2][C:3](=[O:13])[NH:4][C:5]1[CH:10]=[CH:9][C:8]([Br:14])=[C:7]([F:11])[C:6]=1[I:12].